This data is from Catalyst prediction with 721,799 reactions and 888 catalyst types from USPTO. The task is: Predict which catalyst facilitates the given reaction. Reactant: [CH2:1]([SH:8])[C@@H:2]([OH:7])[C@H:3]([OH:6])[CH2:4][SH:5].[C:9]([OH:15])([C:11]([F:14])([F:13])[F:12])=[O:10]. Product: [C:9]([OH:15])([C:11]([F:14])([F:13])[F:12])=[O:10].[CH2:1]([SH:8])[C@@H:2]([OH:7])[C@H:3]([OH:6])[CH2:4][SH:5].[OH2:6]. The catalyst class is: 6.